Dataset: Forward reaction prediction with 1.9M reactions from USPTO patents (1976-2016). Task: Predict the product of the given reaction. (1) Given the reactants [CH3:1][C:2]1[CH:18]=[C:5]2[N:6]=[C:7]([NH:16][NH2:17])[CH:8]=[C:9]([N:10]3[CH2:15][CH2:14][O:13][CH2:12][CH2:11]3)[N:4]2[N:3]=1.C(O)(=O)C.[CH3:23][C:24]1[CH:25]=[C:26]([CH:29]=[CH:30][CH:31]=1)[CH:27]=O, predict the reaction product. The product is: [CH3:23][C:24]1[CH:25]=[C:26]([CH:29]=[CH:30][CH:31]=1)[CH:27]=[N:17][NH:16][C:7]1[CH:8]=[C:9]([N:10]2[CH2:11][CH2:12][O:13][CH2:14][CH2:15]2)[N:4]2[N:3]=[C:2]([CH3:1])[CH:18]=[C:5]2[N:6]=1. (2) Given the reactants [OH:1][N:2]=[C:3]([NH2:10])[C:4]1[CH:9]=[CH:8][CH:7]=[N:6][CH:5]=1.N1C=CC([C:16]2[CH:17]=[C:18]([CH:22]=[CH:23][CH:24]=2)[C:19](O)=O)=N1.[NH3:25], predict the reaction product. The product is: [NH:25]1[CH:5]=[CH:4][C:3]([C:3]2([C:4]3[CH:5]=[N:6][CH:7]=[CH:8][CH:9]=3)[N:10]=[C:19]([C:18]3[CH:22]=[CH:23][CH:24]=[CH:16][CH:17]=3)[O:1][NH:2]2)=[N:2]1. (3) Given the reactants Cl.[C:2]1([C:19]2[CH:24]=[CH:23][CH:22]=[CH:21][CH:20]=2)[CH:7]=[CH:6][C:5]([C:8]2[N:9]=[C:10]([CH:13]3[CH2:18][CH2:17][NH:16][CH2:15][CH2:14]3)[NH:11][CH:12]=2)=[CH:4][CH:3]=1.C(Cl)CCl.C(N(CC)CC)C.[CH2:36]([N:40]=[C:41]=[S:42])[CH2:37][CH2:38][CH3:39], predict the reaction product. The product is: [C:2]1([C:19]2[CH:20]=[CH:21][CH:22]=[CH:23][CH:24]=2)[CH:7]=[CH:6][C:5]([C:8]2[N:9]=[C:10]([CH:13]3[CH2:18][CH2:17][N:16]([C:41](=[S:42])[NH:40][CH2:36][CH2:37][CH2:38][CH3:39])[CH2:15][CH2:14]3)[NH:11][CH:12]=2)=[CH:4][CH:3]=1. (4) Given the reactants [CH3:1][C:2]1[C:3]([CH:8]2[CH2:13][CH2:12][CH2:11][CH:10]([C:14]3[C:19]([CH3:20])=[CH:18][CH:17]=[CH:16][N:15]=3)[N:9]2[CH2:21][C:22]2[CH:29]=[CH:28][C:25]([C:26]#[N:27])=[CH:24][CH:23]=2)=[N:4][CH:5]=[CH:6][CH:7]=1, predict the reaction product. The product is: [CH3:20][C:19]1[C:14]([CH:10]2[CH2:11][CH2:12][CH2:13][CH:8]([C:3]3[C:2]([CH3:1])=[CH:7][CH:6]=[CH:5][N:4]=3)[N:9]2[CH2:21][C:22]2[CH:23]=[CH:24][C:25]([CH2:26][NH2:27])=[CH:28][CH:29]=2)=[N:15][CH:16]=[CH:17][CH:18]=1. (5) The product is: [C:44]([C:42]1[CH:41]=[CH:40][C:38]2[O:39][CH:34]([C:32]([NH:31][C:16]3[CH:17]=[C:18]([OH:26])[C:19]([CH:21]4[CH2:22][CH2:23][CH2:24][CH2:25]4)=[CH:20][C:15]=3[CH2:14][N:11]3[CH2:12][CH2:13][NH:8][CH2:9][CH2:10]3)=[O:33])[CH2:35][NH:36][C:37]=2[CH:43]=1)#[N:45]. Given the reactants C(OC([N:8]1[CH2:13][CH2:12][N:11]([CH2:14][C:15]2[CH:20]=[C:19]([CH:21]3[CH2:25][CH2:24][CH2:23][CH2:22]3)[C:18]([O:26]C(OC)=O)=[CH:17][C:16]=2[NH:31][C:32]([CH:34]2[O:39][C:38]3[CH:40]=[CH:41][C:42]([C:44]#[N:45])=[CH:43][C:37]=3[N:36](C(OCC)=O)[CH2:35]2)=[O:33])[CH2:10][CH2:9]1)=O)(C)(C)C.C(O)(C(F)(F)F)=O, predict the reaction product. (6) Given the reactants [F:1][C:2]([F:17])([CH2:10][CH2:11][C:12]([O:14]CC)=O)[CH2:3][CH2:4][C:5]([O:7][CH2:8][CH3:9])=[O:6].CC([O-])(C)C.[K+].Cl, predict the reaction product. The product is: [F:17][C:2]1([F:1])[CH2:3][C:4]([C:5]([O:7][CH2:8][CH3:9])=[O:6])=[C:12]([OH:14])[CH2:11][CH2:10]1.